From a dataset of Experimentally validated miRNA-target interactions with 360,000+ pairs, plus equal number of negative samples. Binary Classification. Given a miRNA mature sequence and a target amino acid sequence, predict their likelihood of interaction. (1) The miRNA is mmu-miR-804 with sequence UGUGAGUUGUUCCUCACCUGGA. The protein sequence of the target gene is MKIFRCCFKYTLQQKLFILLLTLWLFSLLKLLNVGRLLFPQRDIYLVEYSLSTSPFVRNRFPESGDAARDNVNCSGVYEHEPLEIGKSLEIRRRSIIDLEDGDVVAMTSDCDVYQTLRQYHEKLVSREEEDFPIAYSLVVHKDAIMVERLIRAIYNQHNLYCIHYDLKSPDTFKAAMNNLAKCFPNIFIASKLETVEYAHISRLQADWNCLSDLLKSSVQWKYVINLCGQDFPLKSNFELVTELKSLQGRNMLETVRPPSAKTERFTYHHELRQVPYDYMKLPVKTNVSKGAPPHNIQVF.... Result: 1 (interaction). (2) The miRNA is rno-miR-130b-3p with sequence CAGUGCAAUGAUGAAAGGGCAU. The protein sequence of the target gene is MCPEEGGAAGLGELRSWWEVPAIAHFCSLFRTAFRLPDFEIEELEAALHRDDVEFISDLIACLLQGCYQRRDITPQTFHSYLEDIINYRWELEEGKPNPLREASFQDLPLRTRVEILHRLCDYRLDADDVFDLLKGLDADSLRVEPLGEDNSGALYWYFYGTRMYKEDPVQGRSNGELSLCRESERQKNVSNVPGKTGKRRGRPPKRKKLQEEIISSEKQEENSLTSDLQTRNGSRGPGQGTWWLLCQTEEEWRQVTESFRERTSLRERQLYKLLSEDFLPEICNMIAQKGKRPQRTKPE.... Result: 0 (no interaction). (3) The miRNA is mmu-miR-3087-3p with sequence UAACUCACUGUCAUGUCCUCA. The protein sequence of the target gene is MKVSLGNGDMGVSAHLQPCKSGTTRFFTSNTHSSVVLQGFDQLRIEGLLCDVTLVPGDGEEIFPVHRAMMASASDYFKAMFTGGMKEKDLMCIKLHGVNKVGLKKIIDFIYTAKLSLNMDNLQDTLEAASFLQILPVLDFCKVFLISGVSLDNCVEVGRIANTYNLIEVDKYVNNFILKNFPALLNTGEFLKLPFERLAFVLSSNSLKHCSELELFKAACRWLRLEDPRMDYAAKLMKNIRFPLMTPQDLINYVQTVDFMRTDNTCVNLLLEASNYQMMPYMQPVMQSDRTAIRSDSTHL.... Result: 0 (no interaction).